This data is from CYP3A4 inhibition data for predicting drug metabolism from PubChem BioAssay. The task is: Regression/Classification. Given a drug SMILES string, predict its absorption, distribution, metabolism, or excretion properties. Task type varies by dataset: regression for continuous measurements (e.g., permeability, clearance, half-life) or binary classification for categorical outcomes (e.g., BBB penetration, CYP inhibition). Dataset: cyp3a4_veith. (1) The molecule is CC(C)(C)N1C(=O)[C@H]2CC[C@@H]3/C(=N\OCc4ccccc4)C[C@@H](O)[C@@H](O)[C@@H]3[C@@H]2C1=O. The result is 0 (non-inhibitor). (2) The molecule is C/C(=N\Nc1nc(N)cc(Cl)n1)c1cccc([N+](=O)[O-])c1. The result is 1 (inhibitor). (3) The compound is COCOc1ccc(Br)cc1C(=O)/C=C\c1ccc2c(c1)OCO2. The result is 1 (inhibitor).